This data is from Reaction yield outcomes from USPTO patents with 853,638 reactions. The task is: Predict the reaction yield, written as a fraction of the theoretical maximum amount of product (1.0 means a 100% yield; for example, 0.34 means a 34% yield). (1) The catalyst is CO. The reactants are C(OC(=O)[NH:7][CH2:8][C@H:9]1[CH2:18][CH2:17][C:16]2[C:11](=[C:12]([C:19]3[C:24]([Cl:25])=[CH:23][CH:22]=[CH:21][C:20]=3[Cl:26])[CH:13]=[CH:14][CH:15]=2)[O:10]1)(C)(C)C.Cl. The yield is 0.740. The product is [ClH:25].[NH2:7][CH2:8][C@H:9]1[CH2:18][CH2:17][C:16]2[C:11](=[C:12]([C:19]3[C:24]([Cl:25])=[CH:23][CH:22]=[CH:21][C:20]=3[Cl:26])[CH:13]=[CH:14][CH:15]=2)[O:10]1. (2) The reactants are C[O:2][C:3]1[C:12]([C:13]2[S:14][CH:15]=[CH:16][CH:17]=2)=[CH:11][C:10]2[N:9]=[C:8]([C:18]3[CH:23]=[CH:22][CH:21]=[CH:20][CH:19]=3)[CH:7]=[N:6][C:5]=2[C:4]=1[C:24]([O:26]C)=[O:25].B(Br)(Br)Br. The catalyst is ClCCl. The product is [OH:2][C:3]1[C:12]([C:13]2[S:14][CH:15]=[CH:16][CH:17]=2)=[CH:11][C:10]2[N:9]=[C:8]([C:18]3[CH:23]=[CH:22][CH:21]=[CH:20][CH:19]=3)[CH:7]=[N:6][C:5]=2[C:4]=1[C:24]([OH:26])=[O:25]. The yield is 0.780. (3) The reactants are C(O)(C(F)(F)F)=O.[OH:8][CH2:9][C:10]1[CH:15]=[CH:14][C:13]([O:16][C:17](=[O:26])[N:18]([CH3:25])[C:19]2[CH:24]=[CH:23][CH:22]=[CH:21][CH:20]=2)=[CH:12][CH:11]=1.Cl.O[N:29]1[CH:33]=[CH:32][N:31]=[CH:30]1. No catalyst specified. The product is [N:29]1([O:8][CH2:9][C:10]2[CH:11]=[CH:12][C:13]([O:16][C:17](=[O:26])[N:18]([CH3:25])[C:19]3[CH:20]=[CH:21][CH:22]=[CH:23][CH:24]=3)=[CH:14][CH:15]=2)[CH:33]=[CH:32][N:31]=[CH:30]1. The yield is 0.870. (4) The reactants are [CH:1]1([N:7]=[C:8]=[S:9])[CH2:6][CH2:5][CH2:4][CH2:3][CH2:2]1.[CH3:10][N:11]1[CH2:16][CH2:15][N:14]([CH2:17][CH2:18][CH2:19][NH2:20])[CH2:13][CH2:12]1. The catalyst is COC(C)(C)C. The product is [CH:1]1([NH:7][C:8]([NH:20][CH2:19][CH2:18][CH2:17][N:14]2[CH2:13][CH2:12][N:11]([CH3:10])[CH2:16][CH2:15]2)=[S:9])[CH2:6][CH2:5][CH2:4][CH2:3][CH2:2]1. The yield is 0.830.